From a dataset of Reaction yield outcomes from USPTO patents with 853,638 reactions. Predict the reaction yield, written as a fraction of the theoretical maximum amount of product (1.0 means a 100% yield; for example, 0.34 means a 34% yield). (1) The reactants are [CH3:1][C:2]1[C:6](=[O:7])[O:5][CH:4]([O:8]/[CH:9]=[C:10]2\[CH:11]3[CH2:25][CH:24]=[CH:23][CH:12]3[N:13](C(OC(C)(C)C)=O)[C:14]\2=[O:15])[CH:3]=1.[Cl-].[Mg+2].[Cl-].C(Cl)Cl. The catalyst is C(#N)C. The product is [CH3:1][C:2]1[C:6](=[O:7])[O:5][CH:4]([O:8]/[CH:9]=[C:10]2\[CH:11]3[CH2:25][CH:24]=[CH:23][CH:12]3[NH:13][C:14]\2=[O:15])[CH:3]=1. The yield is 0.400. (2) The reactants are [CH3:1][O:2][C:3]1[CH:11]=[CH:10][CH:9]=[CH:8][C:4]=1[C:5](Cl)=O.[C:12](#[N:20])[C:13]1[C:14](=[CH:16][CH:17]=[CH:18][CH:19]=1)[NH2:15].C(=O)([O-])[O-:22].[K+].[K+].O. The catalyst is C(OCC)C. The product is [CH3:1][O:2][C:3]1[CH:11]=[CH:10][CH:9]=[CH:8][C:4]=1[C:5]1[N:20]=[C:12]([OH:22])[C:13]2[C:14](=[CH:16][CH:17]=[CH:18][CH:19]=2)[N:15]=1. The yield is 0.330.